This data is from Forward reaction prediction with 1.9M reactions from USPTO patents (1976-2016). The task is: Predict the product of the given reaction. (1) The product is: [O:13]1[CH2:14][CH2:15][N:10]([C:7]2[N:8]=[CH:9][C:4]([NH2:1])=[CH:5][CH:6]=2)[CH2:11][CH2:12]1. Given the reactants [N+:1]([C:4]1[CH:5]=[CH:6][C:7]([N:10]2[CH2:15][CH2:14][O:13][CH2:12][CH2:11]2)=[N:8][CH:9]=1)([O-])=O.O, predict the reaction product. (2) Given the reactants [OH:1][NH:2][C:3](=[NH:5])[CH3:4].[H-].[Na+].[C:8]([C:10]1[CH:11]=[N:12][N:13]2[C:18](=[O:19])[C:17]([CH2:20][CH3:21])=[C:16]([C:22](OCC)=O)[NH:15][C:14]=12)#[N:9], predict the reaction product. The product is: [CH2:20]([C:17]1[C:18](=[O:19])[N:13]2[N:12]=[CH:11][C:10]([C:8]#[N:9])=[C:14]2[NH:15][C:16]=1[C:22]1[O:1][N:2]=[C:3]([CH3:4])[N:5]=1)[CH3:21].